The task is: Predict the product of the given reaction.. This data is from Forward reaction prediction with 1.9M reactions from USPTO patents (1976-2016). Given the reactants [F:1][C:2]1[C:3]([O:25][CH2:26][CH2:27][CH2:28][O:29][CH3:30])=[CH:4][C:5]2[CH2:14][CH:13]([CH:15]([CH3:17])[CH3:16])[N:12]3[CH:7]([CH2:8][C:9](=[O:23])[C:10]([C:18]([O:20][CH2:21][CH3:22])=[O:19])=[CH:11]3)[C:6]=2[CH:24]=1.C1(Cl)C(=O)C(Cl)=C(Cl)C(=O)C=1Cl, predict the reaction product. The product is: [F:1][C:2]1[C:3]([O:25][CH2:26][CH2:27][CH2:28][O:29][CH3:30])=[CH:4][C:5]2[CH2:14][CH:13]([CH:15]([CH3:16])[CH3:17])[N:12]3[C:7](=[CH:8][C:9](=[O:23])[C:10]([C:18]([O:20][CH2:21][CH3:22])=[O:19])=[CH:11]3)[C:6]=2[CH:24]=1.